Dataset: CYP2C9 inhibition data for predicting drug metabolism from PubChem BioAssay. Task: Regression/Classification. Given a drug SMILES string, predict its absorption, distribution, metabolism, or excretion properties. Task type varies by dataset: regression for continuous measurements (e.g., permeability, clearance, half-life) or binary classification for categorical outcomes (e.g., BBB penetration, CYP inhibition). Dataset: cyp2c9_veith. (1) The result is 0 (non-inhibitor). The drug is CN1CCc2nc3sc(C(=O)NC(C)(C)C)c(N)c3cc2C1. (2) The compound is N=C(N)SCCSC(=N)N. The result is 0 (non-inhibitor). (3) The drug is CCN1CCCC1CNC(=O)C(=O)Nc1ccc(OC)cc1. The result is 0 (non-inhibitor). (4) The compound is O=C(Nc1cccn(Cc2c(Cl)cccc2Cl)c1=O)c1ccc(Cl)cc1Cl. The result is 1 (inhibitor). (5) The drug is CN(C)c1ncc2nc(-c3cccs3)c(=O)n(-c3ccccc3)c2n1. The result is 0 (non-inhibitor). (6) The drug is Cc1ccc2c(c1)N(CCC(=O)NCc1cccnc1)C(=O)CO2. The result is 1 (inhibitor). (7) The drug is CCCCN(C)S(=O)(=O)c1ccc(C(=O)Nc2nnc(CSC)o2)cc1. The result is 1 (inhibitor). (8) The drug is COC(=O)[C@@H]1C(O)[C@@H](C(=O)OC)[C@@H](C)N(C)[C@H]1C. The result is 0 (non-inhibitor). (9) The drug is Cc1onc(-c2c(F)cccc2Cl)c1C(=O)N[C@@H]1C(=O)N2[C@H]1SC(C)(C)[C@H]2C(=O)O. The result is 0 (non-inhibitor).